From a dataset of Full USPTO retrosynthesis dataset with 1.9M reactions from patents (1976-2016). Predict the reactants needed to synthesize the given product. (1) Given the product [CH2:15]([O:14][C@@H:9]([CH2:8][C:5]1[CH:6]=[CH:7][C:2]([C:22]2[CH:23]=[CH:24][CH:25]=[C:20]([NH:19][CH3:18])[CH:21]=2)=[CH:3][CH:4]=1)[C:10]([O:12][CH3:13])=[O:11])[CH2:16][CH3:17], predict the reactants needed to synthesize it. The reactants are: Br[C:2]1[CH:7]=[CH:6][C:5]([CH2:8][C@H:9]([O:14][CH2:15][CH2:16][CH3:17])[C:10]([O:12][CH3:13])=[O:11])=[CH:4][CH:3]=1.[CH3:18][NH:19][C:20]1[CH:25]=[CH:24][CH:23]=[C:22](B2OC(C)(C)C(C)(C)O2)[CH:21]=1.P([O-])([O-])([O-])=O.[K+].[K+].[K+].O. (2) Given the product [CH3:19][O:20][C:21]1[CH:26]=[C:25]([C:2]2[CH:18]=[CH:17][C:5]([O:6][CH:7]([CH3:16])[CH2:8][NH:9][S:10]([CH:13]([CH3:15])[CH3:14])(=[O:12])=[O:11])=[CH:4][CH:3]=2)[CH:24]=[CH:23][CH:22]=1, predict the reactants needed to synthesize it. The reactants are: Br[C:2]1[CH:18]=[CH:17][C:5]([O:6][CH:7]([CH3:16])[CH2:8][NH:9][S:10]([CH:13]([CH3:15])[CH3:14])(=[O:12])=[O:11])=[CH:4][CH:3]=1.[CH3:19][O:20][C:21]1[CH:22]=[C:23](B(O)O)[CH:24]=[CH:25][CH:26]=1.C(=O)([O-])[O-].[Na+].[Na+]. (3) Given the product [F:22][C@H:20]1[CH2:21][N:17]([C:15](=[O:16])[C@@H:14]([NH:13][C@@H:8]([C:5]2[CH:6]=[CH:7][C:2]([C:38]3[CH:39]=[CH:40][C:35]([CH3:41])=[CH:36][CH:37]=3)=[CH:3][CH:4]=2)[C:9]([F:12])([F:11])[F:10])[CH2:27][CH:28]([CH3:30])[CH3:29])[C@@H:18]2[C@@H:25]([OH:26])[CH2:24][O:23][C@H:19]12, predict the reactants needed to synthesize it. The reactants are: Br[C:2]1[CH:7]=[CH:6][C:5]([C@H:8]([NH:13][C@@H:14]([CH2:27][CH:28]([CH3:30])[CH3:29])[C:15]([N:17]2[CH2:21][C@H:20]([F:22])[C@H:19]3[O:23][CH2:24][C@H:25]([OH:26])[C@@H:18]23)=[O:16])[C:9]([F:12])([F:11])[F:10])=[CH:4][CH:3]=1.COB([C:35]1[CH:40]=[CH:39][CH:38]=[CH:37][CH:36]=1)O.[CH3:41]OC.C(O)C.